Dataset: Forward reaction prediction with 1.9M reactions from USPTO patents (1976-2016). Task: Predict the product of the given reaction. (1) The product is: [OH:3][CH2:4][CH2:5][O:6][NH:7][C:8]([C:10]1[CH:11]=[CH:12][C:13]2[N:14]([CH:25]=[N:26][CH:27]=2)[C:15]=1[NH:16][C:17]1[CH:22]=[CH:21][C:20]([Br:23])=[CH:19][C:18]=1[F:24])=[O:9]. Given the reactants C([O:3][CH2:4][CH2:5][O:6][NH:7][C:8]([C:10]1[CH:11]=[CH:12][C:13]2[N:14]([CH:25]=[N:26][CH:27]=2)[C:15]=1[NH:16][C:17]1[CH:22]=[CH:21][C:20]([Br:23])=[CH:19][C:18]=1[F:24])=[O:9])=C.Cl, predict the reaction product. (2) Given the reactants [NH2:1][C@@H:2]1[CH2:7][CH2:6][C@H:5]([N:8]2[C:13](=[O:14])[C:12]3[CH:15]=[C:16]([F:19])[CH:17]=[N:18][C:11]=3[N:10]([C:20]3[CH:25]=[CH:24][CH:23]=[C:22]([C:26]4[CH:31]=[CH:30][CH:29]=[CH:28][N:27]=4)[CH:21]=3)[C:9]2=[O:32])[CH2:4][CH2:3]1.F[P-](F)(F)(F)(F)F.C[N+](C)=C(N(C)C)O.[F:48][C:49]1[CH:50]=[CH:51][C:52]2[N:53]([CH:55]=[C:56]([C:58](O)=[O:59])[N:57]=2)[CH:54]=1.C(N(C(C)C)C(C)C)C, predict the reaction product. The product is: [F:48][C:49]1[CH:50]=[CH:51][C:52]2[N:53]([CH:55]=[C:56]([C:58]([NH:1][C@H:2]3[CH2:7][CH2:6][C@@H:5]([N:8]4[C:13](=[O:14])[C:12]5[CH:15]=[C:16]([F:19])[CH:17]=[N:18][C:11]=5[N:10]([C:20]5[CH:25]=[CH:24][CH:23]=[C:22]([C:26]6[CH:31]=[CH:30][CH:29]=[CH:28][N:27]=6)[CH:21]=5)[C:9]4=[O:32])[CH2:4][CH2:3]3)=[O:59])[N:57]=2)[CH:54]=1. (3) The product is: [CH3:1][C:2]1[O:6][N:5]=[C:4]([C:7]2[CH:8]=[CH:9][CH:10]=[CH:11][CH:12]=2)[C:3]=1[CH2:13][O:14][C:15]1[N:20]=[N:19][C:18]([NH:21][C:27]([C:26]2[O:22][N:23]=[CH:24][CH:25]=2)=[O:28])=[CH:17][CH:16]=1. Given the reactants [CH3:1][C:2]1[O:6][N:5]=[C:4]([C:7]2[CH:12]=[CH:11][CH:10]=[CH:9][CH:8]=2)[C:3]=1[CH2:13][O:14][C:15]1[N:20]=[N:19][C:18]([NH2:21])=[CH:17][CH:16]=1.[O:22]1[C:26]([C:27](Cl)=[O:28])=[CH:25][CH:24]=[N:23]1, predict the reaction product. (4) Given the reactants C1C2C(COC(=O)[NH:17][C:18]([CH2:41][O:42][P:43]([O:52]C3C=CC=CC=3)([O:45]C3C=CC=CC=3)=[O:44])([CH2:39][OH:40])[CH2:19][CH2:20][C:21]3[CH:26]=[CH:25][C:24]([C:27](=O)[CH2:28][CH2:29][CH2:30][CH2:31][C:32]4C=CC=[CH:34][CH:33]=4)=[CH:23][CH:22]=3)C3C(=CC=CC=3)C=2C=CC=1.C(=O)=O, predict the reaction product. The product is: [NH2:17][C:18]([CH2:39][OH:40])([CH2:19][CH2:20][C:21]1[CH:22]=[CH:23][C:24]([CH2:27][CH2:28][CH2:29][CH2:30][CH2:31][CH2:32][CH2:33][CH3:34])=[CH:25][CH:26]=1)[CH2:41][O:42][P:43](=[O:44])([OH:45])[OH:52]. (5) Given the reactants Br[C:2]1[C:9]([F:10])=[CH:8][CH:7]=[CH:6][C:3]=1[C:4]#[N:5].[NH:11]1[C:15](B(O)O)=[CH:14][CH:13]=[N:12]1.C([O-])(O)=O.[Na+], predict the reaction product. The product is: [F:10][C:9]1[C:2]([C:13]2[NH:12][N:11]=[CH:15][CH:14]=2)=[C:3]([CH:6]=[CH:7][CH:8]=1)[C:4]#[N:5]. (6) Given the reactants [C:1]([C:3]1[CH:8]=[CH:7][N:6]=[C:5]([O:9][C:10]2[CH:11]=[C:12]([CH3:26])[C:13]3[CH:17]([CH2:18][C:19]([O:21]CC)=[O:20])[O:16][B:15]([OH:24])[C:14]=3[CH:25]=2)[CH:4]=1)#[N:2].[OH-:27].[Na+], predict the reaction product. The product is: [C:1]([C:3]1[CH:8]=[CH:7][N:6]=[C:5]([O:9][C:10]2[CH:11]=[C:12]([CH3:26])[C:13]3[CH:17]([CH2:18][C:19]([OH:21])=[O:20])[O:16][B:15]([OH:24])[C:14]=3[CH:25]=2)[CH:4]=1)(=[O:27])[NH2:2]. (7) Given the reactants [CH3:1][O:2][C:3]1[C:8]2[O:9][CH2:10][CH2:11][O:12][C:7]=2[C:6]([C:13]2([CH:23]=[CH:24][C:25]([O:27][CH2:28][CH3:29])=[O:26])[CH2:22][CH2:21][C:16]3(OCC[O:17]3)[CH2:15][CH2:14]2)=[CH:5][CH:4]=1.Cl.C(=O)(O)[O-].[Na+], predict the reaction product. The product is: [CH3:1][O:2][C:3]1[C:8]2[O:9][CH2:10][CH2:11][O:12][C:7]=2[C:6]([C:13]2([CH:23]=[CH:24][C:25]([O:27][CH2:28][CH3:29])=[O:26])[CH2:14][CH2:15][C:16](=[O:17])[CH2:21][CH2:22]2)=[CH:5][CH:4]=1.